Dataset: Reaction yield outcomes from USPTO patents with 853,638 reactions. Task: Predict the reaction yield, written as a fraction of the theoretical maximum amount of product (1.0 means a 100% yield; for example, 0.34 means a 34% yield). (1) The reactants are [CH:1](=[C:8]1/[C:9](=[O:18])[NH:10][C:11]2[C:16]/1=[CH:15][CH:14]=[C:13]([Cl:17])[CH:12]=2)/[C:2]1[CH:7]=[CH:6][CH:5]=[CH:4][CH:3]=1.Cl[C:20]([O:22][CH2:23][CH3:24])=[O:21].C(N(CC)CC)C. The catalyst is ClCCl. The product is [CH2:23]([O:22][C:20]([N:10]1[C:11]2[C:16](=[CH:15][CH:14]=[C:13]([Cl:17])[CH:12]=2)/[C:8](=[CH:1]/[C:2]2[CH:7]=[CH:6][CH:5]=[CH:4][CH:3]=2)/[C:9]1=[O:18])=[O:21])[CH3:24]. The yield is 1.00. (2) The reactants are [Br:1][C:2]1[CH:3]=[C:4]([CH:7]=[CH:8][CH:9]=1)[CH2:5][OH:6].[H-].[Na+].[CH3:12][O:13][CH2:14]Cl. The catalyst is O1CCCC1. The product is [Br:1][C:2]1[CH:9]=[CH:8][CH:7]=[C:4]([CH2:5][O:6][CH2:12][O:13][CH3:14])[CH:3]=1. The yield is 0.830. (3) The reactants are [NH2:1][C:2]1[CH:3]=[N:4][CH:5]=[CH:6][C:7]=1[NH2:8].[C:9](O)(=[O:13])[C:10](O)=[O:11]. The catalyst is Cl. The product is [NH:8]1[C:10](=[O:11])[C:9](=[O:13])[NH:1][C:2]2[CH:3]=[N:4][CH:5]=[CH:6][C:7]1=2. The yield is 0.800. (4) The reactants are [C:1]1([C:7]#[C:8][C:9]([O:11][CH2:12][CH3:13])=[O:10])[CH:6]=[CH:5][CH:4]=[CH:3][CH:2]=1.CO[CH2:16][N:17]([CH2:23][C:24]1[CH:29]=[CH:28][CH:27]=[CH:26][CH:25]=1)[CH2:18][Si](C)(C)C.FC(F)(F)C(O)=O. The catalyst is ClCCl. The product is [CH2:12]([O:11][C:9]([C:8]1[CH2:16][N:17]([CH2:23][C:24]2[CH:29]=[CH:28][CH:27]=[CH:26][CH:25]=2)[CH2:18][C:7]=1[C:1]1[CH:6]=[CH:5][CH:4]=[CH:3][CH:2]=1)=[O:10])[CH3:13]. The yield is 0.800. (5) The reactants are [CH2:1]([O:3][C:4]([C@:6]1([NH:21]C(OC(C)(C)C)=O)[CH2:11][C@H:10]([O:12][C:13](=[O:15])[CH3:14])[C@@H:9]2[C@H:7]1[C@H:8]2[C:16]([O:18][CH2:19][CH3:20])=[O:17])=[O:5])[CH3:2]. The catalyst is C(O)(C(F)(F)F)=O.ClCCl. The product is [CH2:1]([O:3][C:4]([C@:6]1([NH2:21])[CH2:11][C@H:10]([O:12][C:13](=[O:15])[CH3:14])[C@@H:9]2[C@H:7]1[C@H:8]2[C:16]([O:18][CH2:19][CH3:20])=[O:17])=[O:5])[CH3:2]. The yield is 0.980. (6) The reactants are Cl[CH2:2][C:3]1[CH:30]=[CH:29][C:6]([C:7]([NH:9][C:10]2[C:15]([CH3:16])=[CH:14][C:13]([C:17]([F:26])([C:22]([F:25])([F:24])[F:23])[C:18]([F:21])([F:20])[F:19])=[CH:12][C:11]=2[CH2:27][CH3:28])=[O:8])=[CH:5][CH:4]=1.[C:31]1(=[O:41])[NH:35][C:34](=[O:36])[C:33]2=[CH:37][CH:38]=[CH:39][CH:40]=[C:32]12.[K].[I-].[K+]. The catalyst is CN(C)C=O.O. The product is [O:36]=[C:34]1[C:33]2[C:32](=[CH:40][CH:39]=[CH:38][CH:37]=2)[C:31](=[O:41])[N:35]1[CH2:2][C:3]1[CH:30]=[CH:29][C:6]([C:7]([NH:9][C:10]2[C:15]([CH3:16])=[CH:14][C:13]([C:17]([F:26])([C:22]([F:25])([F:24])[F:23])[C:18]([F:21])([F:20])[F:19])=[CH:12][C:11]=2[CH2:27][CH3:28])=[O:8])=[CH:5][CH:4]=1. The yield is 0.560. (7) The reactants are Cl[C:2]1[N:3]=[N:4][C:5]([C:8]2[CH:13]=[CH:12][CH:11]=[CH:10][CH:9]=2)=[CH:6][CH:7]=1.[CH2:14]1[C@@H:18]2[CH2:19][NH:20][CH2:21][C@@H:17]2[CH2:16][N:15]1[C:22]([O:24][C:25]([CH3:28])([CH3:27])[CH3:26])=[O:23].C(N(C(C)C)CC)(C)C.O. The catalyst is CS(C)=O. The product is [C:8]1([C:5]2[N:4]=[N:3][C:2]([N:20]3[CH2:19][C@@H:18]4[CH2:14][N:15]([C:22]([O:24][C:25]([CH3:28])([CH3:27])[CH3:26])=[O:23])[CH2:16][C@@H:17]4[CH2:21]3)=[CH:7][CH:6]=2)[CH:13]=[CH:12][CH:11]=[CH:10][CH:9]=1. The yield is 0.570.